From a dataset of Full USPTO retrosynthesis dataset with 1.9M reactions from patents (1976-2016). Predict the reactants needed to synthesize the given product. Given the product [Br:8][C:6]1[CH:5]=[N+:4]([O-:9])[CH:3]=[C:2]([O:10][C:11]2[CH:12]=[N:13][CH:14]=[C:15]([C:16]([O:18][CH3:19])=[O:17])[CH:20]=2)[CH:7]=1, predict the reactants needed to synthesize it. The reactants are: Br[C:2]1[CH:3]=[N+:4]([O-:9])[CH:5]=[C:6]([Br:8])[CH:7]=1.[OH:10][C:11]1[CH:12]=[N:13][CH:14]=[C:15]([CH:20]=1)[C:16]([O:18][CH3:19])=[O:17].C(=O)([O-])[O-].[Cs+].[Cs+].